Dataset: Reaction yield outcomes from USPTO patents with 853,638 reactions. Task: Predict the reaction yield, written as a fraction of the theoretical maximum amount of product (1.0 means a 100% yield; for example, 0.34 means a 34% yield). (1) The reactants are Cl[C:2]1[N:7]=[C:6]([C:8]2[S:12][C:11]([CH:13]([CH3:15])[CH3:14])=[N:10][C:9]=2[C:16]2[CH:17]=[CH:18][C:19]([F:34])=[C:20]([NH:22][S:23]([C:26]3[CH:31]=[C:30]([F:32])[CH:29]=[CH:28][C:27]=3[F:33])(=[O:25])=[O:24])[CH:21]=2)[CH:5]=[CH:4][N:3]=1.[CH3:35][C:36]1([CH3:45])[CH2:41][CH:40]([NH2:42])[CH2:39][C:38]([CH3:44])([CH3:43])[NH:37]1. No catalyst specified. The product is [F:33][C:27]1[CH:28]=[CH:29][C:30]([F:32])=[CH:31][C:26]=1[S:23]([NH:22][C:20]1[CH:21]=[C:16]([C:9]2[N:10]=[C:11]([CH:13]([CH3:15])[CH3:14])[S:12][C:8]=2[C:6]2[CH:5]=[CH:4][N:3]=[C:2]([NH:42][CH:40]3[CH2:41][C:36]([CH3:45])([CH3:35])[NH:37][C:38]([CH3:44])([CH3:43])[CH2:39]3)[N:7]=2)[CH:17]=[CH:18][C:19]=1[F:34])(=[O:25])=[O:24]. The yield is 0.290. (2) The reactants are [C:1]([S:5][C:6]1[CH:11]=[CH:10][C:9](Br)=[CH:8][CH:7]=1)([CH3:4])([CH3:3])[CH3:2].C([Li])CCC.C(O[B:22]1[O:26][C:25]([CH3:28])([CH3:27])[C:24]([CH3:30])([CH3:29])[O:23]1)(C)C. The catalyst is C1COCC1. The product is [C:1]([S:5][C:6]1[CH:11]=[CH:10][C:9]([B:22]2[O:26][C:25]([CH3:28])([CH3:27])[C:24]([CH3:30])([CH3:29])[O:23]2)=[CH:8][CH:7]=1)([CH3:4])([CH3:3])[CH3:2]. The yield is 0.850. (3) The reactants are [CH2:1]([O:3][C:4]1[C:5]([C:15]([F:18])([F:17])[F:16])=[CH:6][C:7]([N+:12]([O-])=O)=[C:8]([CH:11]=1)[C:9]#[N:10])[CH3:2]. The catalyst is CO.Cl.[Fe]. The product is [NH2:12][C:7]1[CH:6]=[C:5]([C:15]([F:17])([F:18])[F:16])[C:4]([O:3][CH2:1][CH3:2])=[CH:11][C:8]=1[C:9]#[N:10]. The yield is 0.840. (4) The reactants are Br[C:2]1[CH:15]=[CH:14][C:13]2[C:4](=[C:5]([C:22]3[CH:27]=[CH:26][CH:25]=[CH:24][CH:23]=3)[C:6]3[C:11]([C:12]=2[C:16]2[CH:21]=[CH:20][CH:19]=[CH:18][CH:17]=2)=[CH:10][CH:9]=[CH:8][CH:7]=3)[CH:3]=1.[C:28]1([NH:38][C:39]2[CH:40]=[CH:41][C:42]3[N:43]([C:52]4[CH:57]=[CH:56][CH:55]=[CH:54][CH:53]=4)[C:44]4[C:49]([C:50]=3[CH:51]=2)=[CH:48][CH:47]=[CH:46][CH:45]=4)[C:37]2[C:32](=[CH:33][CH:34]=[CH:35][CH:36]=2)[CH:31]=[CH:30][CH:29]=1.CC(C)([O-])C.[Na+].C(P(C(C)(C)C)C(C)(C)C)(C)(C)C. The catalyst is C1(C)C=CC=CC=1. The product is [C:28]1([N:38]([C:2]2[CH:15]=[CH:14][C:13]3[C:4](=[C:5]([C:22]4[CH:27]=[CH:26][CH:25]=[CH:24][CH:23]=4)[C:6]4[C:11]([C:12]=3[C:16]3[CH:21]=[CH:20][CH:19]=[CH:18][CH:17]=3)=[CH:10][CH:9]=[CH:8][CH:7]=4)[CH:3]=2)[C:39]2[CH:40]=[CH:41][C:42]3[N:43]([C:52]4[CH:53]=[CH:54][CH:55]=[CH:56][CH:57]=4)[C:44]4[C:49]([C:50]=3[CH:51]=2)=[CH:48][CH:47]=[CH:46][CH:45]=4)[C:37]2[C:32](=[CH:33][CH:34]=[CH:35][CH:36]=2)[CH:31]=[CH:30][CH:29]=1. The yield is 0.420. (5) The reactants are C(N(CC)CC)C.[NH2:8][C:9]1[C:17]2[C:12](=[N:13][CH:14]=[C:15]([Cl:32])[C:16]=2[N:18]2[CH2:23][CH2:22][CH2:21][C@@H:20]([NH:24][C:25](=[O:31])[O:26][C:27]([CH3:30])([CH3:29])[CH3:28])[CH2:19]2)[NH:11][CH:10]=1.[CH3:33][CH:34]([CH3:39])[CH2:35][C:36](Cl)=[O:37].CC#N.O. The catalyst is CN1C(=O)CCC1.C(Cl)Cl.O[Li].O. The product is [Cl:32][C:15]1[C:16]([N:18]2[CH2:23][CH2:22][CH2:21][C@@H:20]([NH:24][C:25](=[O:31])[O:26][C:27]([CH3:28])([CH3:29])[CH3:30])[CH2:19]2)=[C:17]2[C:9]([NH:8][C:36](=[O:37])[CH2:35][CH:34]([CH3:39])[CH3:33])=[CH:10][NH:11][C:12]2=[N:13][CH:14]=1. The yield is 0.530. (6) The yield is 0.480. The product is [CH3:1][N:2]([S:29]([C:32]1[CH:37]=[CH:36][CH:35]=[CH:34][N:33]=1)(=[O:31])=[O:30])[C:3]1[CH:4]=[C:5]([O:24][CH2:25][C:26]([NH2:28])=[O:27])[CH:6]=[C:7]2[C:11]=1[NH:10][C:9]([C:12]1[S:13][CH:14]([CH2:17][N:18]3[CH2:23][CH2:22][S:21](=[O:39])[CH2:20][CH2:19]3)[CH2:15][N:16]=1)=[CH:8]2. The catalyst is O1CCCC1.C(O)C.C(OCC)(=O)C. The reactants are [CH3:1][N:2]([S:29]([C:32]1[CH:37]=[CH:36][CH:35]=[CH:34][N:33]=1)(=[O:31])=[O:30])[C:3]1[CH:4]=[C:5]([O:24][CH2:25][C:26]([NH2:28])=[O:27])[CH:6]=[C:7]2[C:11]=1[NH:10][C:9]([C:12]1[S:13][CH:14]([CH2:17][N:18]3[CH2:23][CH2:22][S:21][CH2:20][CH2:19]3)[CH2:15][N:16]=1)=[CH:8]2.O.[OH:39]OS([O-])=O.[K+].S([O-])([O-])(=O)=S.[Na+].[Na+].